From a dataset of Reaction yield outcomes from USPTO patents with 853,638 reactions. Predict the reaction yield, written as a fraction of the theoretical maximum amount of product (1.0 means a 100% yield; for example, 0.34 means a 34% yield). (1) The reactants are [CH2:1]([N:3]1[C:7]([C:8]2[S:16][C:15]3[C:10](=[N:11][CH:12]=[CH:13][C:14]=3[O:17][C:18]3[CH:24]=[CH:23][C:21]([NH2:22])=[CH:20][C:19]=3[F:25])[CH:9]=2)=[CH:6][N:5]=[CH:4]1)[CH3:2].[F:26][C:27]1[CH:32]=[CH:31][CH:30]=[CH:29][C:28]=1[NH:33][C:34](=[O:39])[CH2:35][C:36](O)=[O:37].C(Cl)CCl.C1C=CC2N(O)N=NC=2C=1. The catalyst is CN(C=O)C. The product is [CH2:1]([N:3]1[C:7]([C:8]2[S:16][C:15]3[C:10](=[N:11][CH:12]=[CH:13][C:14]=3[O:17][C:18]3[CH:24]=[CH:23][C:21]([NH:22][C:36](=[O:37])[CH2:35][C:34]([NH:33][C:28]4[CH:29]=[CH:30][CH:31]=[CH:32][C:27]=4[F:26])=[O:39])=[CH:20][C:19]=3[F:25])[CH:9]=2)=[CH:6][N:5]=[CH:4]1)[CH3:2]. The yield is 0.580. (2) The reactants are [BH4-].[Na+].[Cl-].[Cl-].[Ca+2].C([O:8][C:9]([C:11]1[CH:16]=[N:15][CH:14]=[C:13]2[S:17][C:18]([C:20]([O:22][C:23]([CH3:26])([CH3:25])[CH3:24])=[O:21])=[CH:19][C:12]=12)=O)C. The catalyst is CO.C1COCC1. The product is [OH:8][CH2:9][C:11]1[CH:16]=[N:15][CH:14]=[C:13]2[S:17][C:18]([C:20]([O:22][C:23]([CH3:26])([CH3:25])[CH3:24])=[O:21])=[CH:19][C:12]=12. The yield is 0.320. (3) The reactants are I[C:2]1[N:3]=[CH:4][N:5]([C:7]([C:20]2[CH:25]=[CH:24][CH:23]=[CH:22][CH:21]=2)([C:14]2[CH:19]=[CH:18][CH:17]=[CH:16][CH:15]=2)[C:8]2[CH:13]=[CH:12][CH:11]=[CH:10][CH:9]=2)[CH:6]=1.CC[Mg+].[Br-].Br[C:31]1[C:40]([F:41])=[CH:39][CH:38]=[CH:37][C:32]=1[C:33]([O:35][CH3:36])=[O:34]. The catalyst is C1COCC1.C(Cl)Cl.[Cl-].[Cl-].[Zn+2].C1C=CC([P]([Pd]([P](C2C=CC=CC=2)(C2C=CC=CC=2)C2C=CC=CC=2)([P](C2C=CC=CC=2)(C2C=CC=CC=2)C2C=CC=CC=2)[P](C2C=CC=CC=2)(C2C=CC=CC=2)C2C=CC=CC=2)(C2C=CC=CC=2)C2C=CC=CC=2)=CC=1. The product is [F:41][C:40]1[C:31]([C:2]2[N:3]=[CH:4][N:5]([C:7]([C:8]3[CH:13]=[CH:12][CH:11]=[CH:10][CH:9]=3)([C:14]3[CH:19]=[CH:18][CH:17]=[CH:16][CH:15]=3)[C:20]3[CH:25]=[CH:24][CH:23]=[CH:22][CH:21]=3)[CH:6]=2)=[C:32]([CH:37]=[CH:38][CH:39]=1)[C:33]([O:35][CH3:36])=[O:34]. The yield is 0.410.